Dataset: Forward reaction prediction with 1.9M reactions from USPTO patents (1976-2016). Task: Predict the product of the given reaction. (1) Given the reactants Cl[C:2]1[C:6]2[CH:7]=[CH:8][CH:9]=[CH:10][C:5]=2[O:4][N:3]=1.[NH2:11][CH2:12][CH2:13][CH:14]1[CH2:19][CH2:18][N:17]([CH2:20][C:21]2[CH:26]=[CH:25][CH:24]=[CH:23][CH:22]=2)[CH2:16][CH2:15]1.C([O-])([O-])=O.[K+].[K+], predict the reaction product. The product is: [C:21]1([CH2:20][N:17]2[CH2:18][CH2:19][CH:14]([CH2:13][CH2:12][NH:11][C:2]3[C:6]4[CH:7]=[CH:8][CH:9]=[CH:10][C:5]=4[O:4][N:3]=3)[CH2:15][CH2:16]2)[CH:22]=[CH:23][CH:24]=[CH:25][CH:26]=1. (2) Given the reactants [I-].[CH:2]([P+](C1C=CC=CC=1)(C1C=CC=CC=1)C1C=CC=CC=1)([CH3:4])[CH3:3].[Br:24][C:25]1[CH:37]=[CH:36][C:28](/[CH:29]=[CH:30]/[C:31]([O:33][CH2:34][CH3:35])=[O:32])=[CH:27][CH:26]=1, predict the reaction product. The product is: [CH2:34]([O:33][C:31]([C@H:30]1[C@H:29]([C:28]2[CH:27]=[CH:26][C:25]([Br:24])=[CH:37][CH:36]=2)[C:2]1([CH3:4])[CH3:3])=[O:32])[CH3:35]. (3) The product is: [NH2:22][CH2:14][CH2:13][CH2:12][N:11]1[CH:6]=[CH:5][N:9]=[CH:10]1. Given the reactants C(C1C=[C:5]([NH:9][C:10]2C([N+]([O-])=O)=[CH:14][CH:13]=[C:12](Cl)[N:11]=2)[CH:6]=CC=1)#N.C([N:22](CC)CC)C, predict the reaction product. (4) Given the reactants [CH:1]1N=CN2C[CH2:8][NH:7][CH2:6][C:5]=12.C(N([CH:16]([CH3:18])[CH3:17])C(C)C)C.[S:19]([C:23]1[CH:29]=[CH:28][C:26]([CH3:27])=[CH:25][CH:24]=1)([O-:22])(=[O:21])=[O:20].[CH3:30][CH2:31]OCC.CC(C)C(=[O:39])C, predict the reaction product. The product is: [CH3:8][NH:7][C:6]([C@@H:5]([O:20][S:19]([C:23]1[CH:29]=[CH:28][C:26]([CH3:27])=[CH:25][CH:24]=1)(=[O:22])=[O:21])[C:1]1[CH:17]=[CH:16][CH:18]=[CH:31][CH:30]=1)=[O:39]. (5) Given the reactants [Cl:1][C:2]1[CH:7]=[CH:6][C:5]([C:8]2([C:11]3[C:20]4[C:15](=[CH:16][CH:17]=[C:18]([O:21][CH2:22][CH2:23][NH:24]C(=O)OC(C)(C)C)[CH:19]=4)[CH2:14][CH2:13][N:12]=3)[CH2:10][CH2:9]2)=[CH:4][CH:3]=1.Cl, predict the reaction product. The product is: [ClH:1].[Cl:1][C:2]1[CH:3]=[CH:4][C:5]([C:8]2([C:11]3[C:20]4[C:15](=[CH:16][CH:17]=[C:18]([O:21][CH2:22][CH2:23][NH2:24])[CH:19]=4)[CH2:14][CH2:13][N:12]=3)[CH2:9][CH2:10]2)=[CH:6][CH:7]=1. (6) The product is: [CH2:1]([C:8]1[CH:9]=[N:10][C:11]2[C:16]([C:17]=1[C:18]1[CH:23]=[CH:22][CH:21]=[C:20]([C:24]#[C:25][C:31]3[CH:36]=[CH:35][CH:34]=[CH:33][CH:32]=3)[CH:19]=1)=[CH:15][CH:14]=[CH:13][C:12]=2[C:26]([F:29])([F:28])[F:27])[C:2]1[CH:3]=[CH:4][CH:5]=[CH:6][CH:7]=1. Given the reactants [CH2:1]([C:8]1[CH:9]=[N:10][C:11]2[C:16]([C:17]=1[C:18]1[CH:23]=[CH:22][CH:21]=[C:20]([C:24]#[CH:25])[CH:19]=1)=[CH:15][CH:14]=[CH:13][C:12]=2[C:26]([F:29])([F:28])[F:27])[C:2]1[CH:7]=[CH:6][CH:5]=[CH:4][CH:3]=1.I[C:31]1[CH:36]=[CH:35][CH:34]=[CH:33][CH:32]=1.N1CCCCC1, predict the reaction product. (7) Given the reactants [O:1]=[CH:2][C@@H:3]([C@H]([C@@H]([C@@H](CO)O)O)O)O.O.O.O.O.O.O.O.S([O-])([O-])(=O)=O.[Mg+2].S([O-])([O-])(=O)=O.[NH4+].[NH4+].P([O-])(O)(O)=O.[K+].[CH3:39][C:40]1[N+:44](CC2C=NC(C)=NC=2N)=CS[C:41]=1[CH2:54][CH2:55][OH:56].Cl.[Cl-].[OH:59]C(CCCC[C@H]1[C@@H]2[C@@H](NC(N2)=O)CS1)=O.C(N)(=O)C1C=CC=NC=1, predict the reaction product. The product is: [CH:41]1[C:40]([NH2:39])=[CH:44][C:2]([OH:1])=[CH:3][C:54]=1[C:55]([OH:56])=[O:59].